From a dataset of NCI-60 drug combinations with 297,098 pairs across 59 cell lines. Regression. Given two drug SMILES strings and cell line genomic features, predict the synergy score measuring deviation from expected non-interaction effect. (1) Drug 1: C1=CC(=C2C(=C1NCCNCCO)C(=O)C3=C(C=CC(=C3C2=O)O)O)NCCNCCO. Drug 2: CC1=C2C(C(=O)C3(C(CC4C(C3C(C(C2(C)C)(CC1OC(=O)C(C(C5=CC=CC=C5)NC(=O)OC(C)(C)C)O)O)OC(=O)C6=CC=CC=C6)(CO4)OC(=O)C)O)C)O. Cell line: CAKI-1. Synergy scores: CSS=65.0, Synergy_ZIP=-1.22, Synergy_Bliss=-1.04, Synergy_Loewe=0.798, Synergy_HSA=4.34. (2) Synergy scores: CSS=5.09, Synergy_ZIP=-2.67, Synergy_Bliss=-4.34, Synergy_Loewe=-6.40, Synergy_HSA=-3.99. Drug 1: CC12CCC(CC1=CCC3C2CCC4(C3CC=C4C5=CN=CC=C5)C)O. Cell line: SF-295. Drug 2: C(CN)CNCCSP(=O)(O)O. (3) Drug 1: C1=NC2=C(N=C(N=C2N1C3C(C(C(O3)CO)O)O)F)N. Drug 2: CC1=C(C=C(C=C1)C(=O)NC2=CC(=CC(=C2)C(F)(F)F)N3C=C(N=C3)C)NC4=NC=CC(=N4)C5=CN=CC=C5. Cell line: HCC-2998. Synergy scores: CSS=23.0, Synergy_ZIP=-6.25, Synergy_Bliss=-1.51, Synergy_Loewe=-14.2, Synergy_HSA=-5.14. (4) Drug 1: CC1=C(C=C(C=C1)NC2=NC=CC(=N2)N(C)C3=CC4=NN(C(=C4C=C3)C)C)S(=O)(=O)N.Cl. Drug 2: CC1=C2C(C(=O)C3(C(CC4C(C3C(C(C2(C)C)(CC1OC(=O)C(C(C5=CC=CC=C5)NC(=O)OC(C)(C)C)O)O)OC(=O)C6=CC=CC=C6)(CO4)OC(=O)C)O)C)O. Cell line: EKVX. Synergy scores: CSS=43.3, Synergy_ZIP=5.60, Synergy_Bliss=8.73, Synergy_Loewe=-74.0, Synergy_HSA=8.22. (5) Drug 1: CNC(=O)C1=CC=CC=C1SC2=CC3=C(C=C2)C(=NN3)C=CC4=CC=CC=N4. Drug 2: COC1=NC(=NC2=C1N=CN2C3C(C(C(O3)CO)O)O)N. Cell line: CCRF-CEM. Synergy scores: CSS=58.5, Synergy_ZIP=-1.33, Synergy_Bliss=-2.26, Synergy_Loewe=-4.41, Synergy_HSA=-0.466. (6) Drug 1: CS(=O)(=O)C1=CC(=C(C=C1)C(=O)NC2=CC(=C(C=C2)Cl)C3=CC=CC=N3)Cl. Drug 2: CCC1=CC2CC(C3=C(CN(C2)C1)C4=CC=CC=C4N3)(C5=C(C=C6C(=C5)C78CCN9C7C(C=CC9)(C(C(C8N6C)(C(=O)OC)O)OC(=O)C)CC)OC)C(=O)OC.C(C(C(=O)O)O)(C(=O)O)O. Cell line: NCI-H226. Synergy scores: CSS=42.4, Synergy_ZIP=7.31, Synergy_Bliss=8.42, Synergy_Loewe=-9.00, Synergy_HSA=8.90.